This data is from Forward reaction prediction with 1.9M reactions from USPTO patents (1976-2016). The task is: Predict the product of the given reaction. (1) The product is: [NH:16]1[CH:7]([C:6]([O:5][C:1]([CH3:4])([CH3:3])[CH3:2])=[O:9])[CH2:8][CH:14]=[N:15]1. Given the reactants [C:1]([O:5][C:6](=[O:9])[CH:7]=[CH2:8])([CH3:4])([CH3:3])[CH3:2].[Si]([CH:14]=[N+:15]=[N-:16])(C)(C)C.C(O)(C(F)(F)F)=O, predict the reaction product. (2) Given the reactants Cl[CH2:2][C:3]1[O:4][C:5]([C:8]2[CH:9]=[CH:10][C:11]3[O:15][CH:14]=[C:13]([C:16]4[CH:21]=[CH:20][CH:19]=[C:18]([O:22][C:23]([F:26])([F:25])[F:24])[CH:17]=4)[C:12]=3[CH:27]=2)=[N:6][N:7]=1.[CH3:28][SH:29].[Na], predict the reaction product. The product is: [CH3:28][S:29][CH2:2][C:3]1[O:4][C:5]([C:8]2[CH:9]=[CH:10][C:11]3[O:15][CH:14]=[C:13]([C:16]4[CH:21]=[CH:20][CH:19]=[C:18]([O:22][C:23]([F:26])([F:25])[F:24])[CH:17]=4)[C:12]=3[CH:27]=2)=[N:6][N:7]=1. (3) Given the reactants [F:1][C:2]1[CH:10]=[C:9]2[C:5]([C:6]([C:12]([OH:14])=O)=[CH:7][N:8]2[CH3:11])=[CH:4][CH:3]=1.CN(C=O)C.C(Cl)(=O)C(Cl)=O.[NH2:26][C:27]1[C:32]([Cl:33])=[CH:31][C:30]([CH2:34][C:35]([O:37][CH2:38][CH3:39])=[O:36])=[C:29]([F:40])[CH:28]=1.C(N(CC)CC)C, predict the reaction product. The product is: [Cl:33][C:32]1[C:27]([NH:26][C:12]([C:6]2[C:5]3[C:9](=[CH:10][C:2]([F:1])=[CH:3][CH:4]=3)[N:8]([CH3:11])[CH:7]=2)=[O:14])=[CH:28][C:29]([F:40])=[C:30]([CH2:34][C:35]([O:37][CH2:38][CH3:39])=[O:36])[CH:31]=1. (4) Given the reactants [Li].[Li]CCCC.C(NC(C)C)(C)C.[Br:14][C:15]1[CH:20]=[CH:19][C:18]([Cl:21])=[CH:17][C:16]=1[F:22].[C:23](=[O:25])=[O:24], predict the reaction product. The product is: [Cl:21][C:18]1[CH:19]=[CH:20][C:15]([Br:14])=[C:16]([F:22])[C:17]=1[C:23]([OH:25])=[O:24]. (5) Given the reactants [F:1][C:2]1[CH:7]=[CH:6][CH:5]=[CH:4][C:3]=1[CH:8]([OH:25])[CH2:9][O:10][C:11]1[CH:24]=[CH:23][C:14]([CH:15]=[C:16]2[S:20][C:19](=[O:21])[NH:18][C:17]2=[O:22])=[CH:13][CH:12]=1.[OH-].[Na+].N1C=CC=CC=1C1C=CC=CN=1.[BH4-].[Na+], predict the reaction product. The product is: [F:1][C:2]1[CH:7]=[CH:6][CH:5]=[CH:4][C:3]=1[CH:8]([OH:25])[CH2:9][O:10][C:11]1[CH:24]=[CH:23][C:14]([CH2:15][CH:16]2[S:20][C:19](=[O:21])[NH:18][C:17]2=[O:22])=[CH:13][CH:12]=1. (6) Given the reactants C([C:3]1[CH:4]=[CH:5][CH:6]=[C:7]2[C:12]=1[N:11]=[C:10]([C:13]1([C:16]3[CH:21]=[CH:20][CH:19]=[CH:18][CH:17]=3)[CH2:15][CH2:14]1)[C:9]([OH:22])=[C:8]2[C:23]([OH:25])=[O:24])C.[CH2:26](C1C=C2C(C(=O)C(=O)N2)=CC=1)[CH3:27], predict the reaction product. The product is: [CH2:26]([C:4]1[CH:3]=[C:12]2[C:7]([C:8]([C:23]([OH:25])=[O:24])=[C:9]([OH:22])[C:10]([C:13]3([C:16]4[CH:17]=[CH:18][CH:19]=[CH:20][CH:21]=4)[CH2:15][CH2:14]3)=[N:11]2)=[CH:6][CH:5]=1)[CH3:27]. (7) Given the reactants C(Cl)Cl.Cl.[CH2:5]([O:7][C:8]([C@@H:10]([NH:19][C@H:20]([C:22](Cl)=[O:23])[CH3:21])[CH2:11][CH2:12][C:13]1[CH:18]=[CH:17][CH:16]=[CH:15][CH:14]=1)=[O:9])[CH3:6].N1C=CN=C1.[NH:30]1[C@@H:38]2[C@H:33]([CH2:34][CH2:35][CH2:36][CH2:37]2)[CH2:32][C@H:31]1[C:39]([OH:41])=[O:40], predict the reaction product. The product is: [CH3:6][CH2:5][O:7][C:8]([C@@H:10]([NH:19][C@H:20]([C:22]([N:30]1[C@H:31]([C:39]([OH:41])=[O:40])[CH2:32][C@@H:33]2[C@@H:38]1[CH2:37][CH2:36][CH2:35][CH2:34]2)=[O:23])[CH3:21])[CH2:11][CH2:12][C:13]1[CH:18]=[CH:17][CH:16]=[CH:15][CH:14]=1)=[O:9]. (8) The product is: [CH2:1]([O:3][C:4](=[O:17])[CH2:5][C:6]1[C:7]([CH3:16])=[C:8]([S:31][C:28]2[CH:29]=[CH:30][C:25]([C:23]([N:18]3[CH2:19][CH2:20][CH2:21][CH2:22]3)=[O:24])=[CH:26][CH:27]=2)[N:9]2[C:14]=1[CH:13]=[CH:12][C:11]([F:15])=[CH:10]2)[CH3:2]. Given the reactants [CH2:1]([O:3][C:4](=[O:17])[CH2:5][C:6]1[C:7]([CH3:16])=[CH:8][N:9]2[C:14]=1[CH:13]=[CH:12][C:11]([F:15])=[CH:10]2)[CH3:2].[N:18]1([C:23]([C:25]2[CH:30]=[CH:29][C:28]([S:31][S:31][C:28]3[CH:29]=[CH:30][C:25]([C:23]([N:18]4[CH2:19][CH2:20][CH2:21][CH2:22]4)=[O:24])=[CH:26][CH:27]=3)=[CH:27][CH:26]=2)=[O:24])[CH2:22][CH2:21][CH2:20][CH2:19]1, predict the reaction product. (9) Given the reactants Cl[C:2]1[CH:7]=[CH:6][C:5]([I:8])=[CH:4][N:3]=1.[CH2:9]([NH:11][CH2:12][CH3:13])[CH3:10], predict the reaction product. The product is: [CH2:9]([N:11]([CH2:12][CH3:13])[C:2]1[CH:7]=[CH:6][C:5]([I:8])=[CH:4][N:3]=1)[CH3:10].